This data is from Reaction yield outcomes from USPTO patents with 853,638 reactions. The task is: Predict the reaction yield, written as a fraction of the theoretical maximum amount of product (1.0 means a 100% yield; for example, 0.34 means a 34% yield). The reactants are Br[C:2]1[C:3]([C:9]([CH3:17])([CH3:16])[O:10][SiH2:11][C:12]([CH3:15])([CH3:14])[CH3:13])=[C:4]([NH2:8])[CH:5]=[CH:6][CH:7]=1.[CH3:18][C:19]1([CH3:35])[C:23]([CH3:25])([CH3:24])[O:22][B:21]([B:21]2[O:22][C:23]([CH3:25])([CH3:24])[C:19]([CH3:35])([CH3:18])[O:20]2)[O:20]1.CC([O-])=O.[K+].CC(C1C=C(C(C)C)C(C2C=CC=CC=2P(C2CCCCC2)C2CCCCC2)=C(C(C)C)C=1)C. The catalyst is O1CCOCC1.CC([O-])=O.CC([O-])=O.[Pd+2]. The product is [C:12]([SiH2:11][O:10][C:9]([CH3:17])([CH3:16])[C:3]1[C:2]([B:21]2[O:22][C:23]([CH3:25])([CH3:24])[C:19]([CH3:35])([CH3:18])[O:20]2)=[CH:7][CH:6]=[CH:5][C:4]=1[NH2:8])([CH3:15])([CH3:14])[CH3:13]. The yield is 0.304.